The task is: Binary Classification. Given a T-cell receptor sequence (or CDR3 region) and an epitope sequence, predict whether binding occurs between them.. This data is from TCR-epitope binding with 47,182 pairs between 192 epitopes and 23,139 TCRs. The epitope is HPKVSSEVHI. The TCR CDR3 sequence is CAISESQGNTEAFF. Result: 0 (the TCR does not bind to the epitope).